From a dataset of NCI-60 drug combinations with 297,098 pairs across 59 cell lines. Regression. Given two drug SMILES strings and cell line genomic features, predict the synergy score measuring deviation from expected non-interaction effect. (1) Drug 1: C1CCC(C1)C(CC#N)N2C=C(C=N2)C3=C4C=CNC4=NC=N3. Drug 2: CC1C(C(=O)NC(C(=O)N2CCCC2C(=O)N(CC(=O)N(C(C(=O)O1)C(C)C)C)C)C(C)C)NC(=O)C3=C4C(=C(C=C3)C)OC5=C(C(=O)C(=C(C5=N4)C(=O)NC6C(OC(=O)C(N(C(=O)CN(C(=O)C7CCCN7C(=O)C(NC6=O)C(C)C)C)C)C(C)C)C)N)C. Cell line: SK-MEL-28. Synergy scores: CSS=0.766, Synergy_ZIP=8.96, Synergy_Bliss=13.1, Synergy_Loewe=9.06, Synergy_HSA=8.60. (2) Drug 1: C1CCC(C1)C(CC#N)N2C=C(C=N2)C3=C4C=CNC4=NC=N3. Drug 2: CC1=C2C(C(=O)C3(C(CC4C(C3C(C(C2(C)C)(CC1OC(=O)C(C(C5=CC=CC=C5)NC(=O)OC(C)(C)C)O)O)OC(=O)C6=CC=CC=C6)(CO4)OC(=O)C)O)C)O. Cell line: MCF7. Synergy scores: CSS=34.1, Synergy_ZIP=3.97, Synergy_Bliss=5.72, Synergy_Loewe=-6.36, Synergy_HSA=5.21. (3) Drug 1: C1CCN(CC1)CCOC2=CC=C(C=C2)C(=O)C3=C(SC4=C3C=CC(=C4)O)C5=CC=C(C=C5)O. Drug 2: CS(=O)(=O)CCNCC1=CC=C(O1)C2=CC3=C(C=C2)N=CN=C3NC4=CC(=C(C=C4)OCC5=CC(=CC=C5)F)Cl. Cell line: SN12C. Synergy scores: CSS=5.07, Synergy_ZIP=-1.92, Synergy_Bliss=-1.60, Synergy_Loewe=-3.44, Synergy_HSA=-2.06. (4) Drug 1: CC1=CC2C(CCC3(C2CCC3(C(=O)C)OC(=O)C)C)C4(C1=CC(=O)CC4)C. Drug 2: C1CN1P(=S)(N2CC2)N3CC3. Cell line: IGROV1. Synergy scores: CSS=17.4, Synergy_ZIP=1.90, Synergy_Bliss=7.07, Synergy_Loewe=-0.669, Synergy_HSA=5.61. (5) Drug 1: CN(C(=O)NC(C=O)C(C(C(CO)O)O)O)N=O. Drug 2: CC12CCC3C(C1CCC2OP(=O)(O)O)CCC4=C3C=CC(=C4)OC(=O)N(CCCl)CCCl.[Na+]. Cell line: NCI-H522. Synergy scores: CSS=-0.0485, Synergy_ZIP=2.21, Synergy_Bliss=5.51, Synergy_Loewe=0.907, Synergy_HSA=0.0600.